This data is from Full USPTO retrosynthesis dataset with 1.9M reactions from patents (1976-2016). The task is: Predict the reactants needed to synthesize the given product. (1) Given the product [Cl:1][C:2]1[CH:3]=[CH:4][C:5]2[N:6]([N:8]=[C:9]([N:11]([C:17]3[CH:22]=[CH:21][C:20]([S:23]([CH3:26])(=[O:24])=[O:25])=[CH:19][C:18]=3[O:27][CH3:28])[C:12](=[O:16])[O:13][CH2:14][O:41][P:29]([O:31][C:32]([CH3:35])([CH3:34])[CH3:33])([O:36][C:37]([CH3:38])([CH3:39])[CH3:40])=[O:30])[N:10]=2)[CH:7]=1, predict the reactants needed to synthesize it. The reactants are: [Cl:1][C:2]1[CH:3]=[CH:4][C:5]2[N:6]([N:8]=[C:9]([N:11]([C:17]3[CH:22]=[CH:21][C:20]([S:23]([CH3:26])(=[O:25])=[O:24])=[CH:19][C:18]=3[O:27][CH3:28])[C:12](=[O:16])[O:13][CH2:14]Cl)[N:10]=2)[CH:7]=1.[P:29]([O-:41])([O:36][C:37]([CH3:40])([CH3:39])[CH3:38])([O:31][C:32]([CH3:35])([CH3:34])[CH3:33])=[O:30].[K+].O. (2) Given the product [CH3:6][CH:5]([CH3:7])[C:4](=[O:8])[CH2:3][CH2:2][NH:9][C:10]1[CH:15]=[CH:14][CH:13]=[CH:12][CH:11]=1, predict the reactants needed to synthesize it. The reactants are: Cl[CH2:2][CH2:3][C:4](=[O:8])[CH:5]([CH3:7])[CH3:6].[NH2:9][C:10]1[CH:15]=[CH:14][CH:13]=[CH:12][CH:11]=1.C([O-])(O)=O.[Na+]. (3) Given the product [S:9]1[C:10]2[CH:16]=[CH:15][CH:14]=[CH:13][C:11]=2[N:12]=[C:8]1[C:5]1[N:6]=[CH:7][C:2]([C:25]2[CH:30]=[N:29][C:28]([C:31]3[S:32][C:33]4[CH:39]=[CH:38][CH:37]=[CH:36][C:34]=4[N:35]=3)=[CH:27][CH:26]=2)=[CH:3][CH:4]=1, predict the reactants needed to synthesize it. The reactants are: Br[C:2]1[CH:3]=[CH:4][C:5]([C:8]2[S:9][C:10]3[CH:16]=[CH:15][CH:14]=[CH:13][C:11]=3[N:12]=2)=[N:6][CH:7]=1.CC1(C)C(C)(C)OB([C:25]2[CH:26]=[CH:27][C:28]([C:31]3[S:32][C:33]4[CH:39]=[CH:38][CH:37]=[CH:36][C:34]=4[N:35]=3)=[N:29][CH:30]=2)O1.C([O-])([O-])=O.[Na+].[Na+].O. (4) Given the product [Cl:9][C:6]1[N:5]=[C:4]([C:10]2[CH:15]=[C:14]([O:16][CH3:17])[CH:13]=[CH:12][C:11]=2[C:18]([F:21])([F:20])[F:19])[N:3]=[C:2]([C:27]2[C:23]([CH3:22])=[N:24][O:25][C:26]=2[CH3:31])[C:7]=1[CH3:8], predict the reactants needed to synthesize it. The reactants are: Cl[C:2]1[C:7]([CH3:8])=[C:6]([Cl:9])[N:5]=[C:4]([C:10]2[CH:15]=[C:14]([O:16][CH3:17])[CH:13]=[CH:12][C:11]=2[C:18]([F:21])([F:20])[F:19])[N:3]=1.[CH3:22][C:23]1[C:27](B(O)O)=[C:26]([CH3:31])[O:25][N:24]=1.C([O-])([O-])=O.[Na+].[Na+]. (5) Given the product [ClH:20].[F:17][C:16]([F:18])([F:19])[C@H:11]1[CH2:12][CH2:13][CH2:14][CH2:15][C@H:10]1[NH2:9], predict the reactants needed to synthesize it. The reactants are: C1([C@H]([NH:9][C@@H:10]2[CH2:15][CH2:14][CH2:13][CH2:12][C@@H:11]2[C:16]([F:19])([F:18])[F:17])C)C=CC=CC=1.[ClH:20]. (6) Given the product [NH2:4][C:1]1[N:2]=[N:3][C:15]([C:17]2[CH:22]=[CH:21][C:20]([O:23][CH3:24])=[CH:19][CH:18]=2)=[C:14]([C:11]2[CH:10]=[CH:9][C:8]([O:7][CH3:6])=[CH:13][CH:12]=2)[N:5]=1, predict the reactants needed to synthesize it. The reactants are: [C:1]([NH2:5])([NH2:4])=[N:2][NH2:3].[CH3:6][O:7][C:8]1[CH:13]=[CH:12][C:11]([C:14](=O)[C:15]([C:17]2[CH:22]=[CH:21][C:20]([O:23][CH3:24])=[CH:19][CH:18]=2)=O)=[CH:10][CH:9]=1. (7) Given the product [Cl:8][C:9]1[CH:17]=[CH:16][C:12]([C:13]([NH:15][CH:3]([OH:4])[C:2]([Cl:7])([Cl:6])[Cl:1])=[O:14])=[CH:11][CH:10]=1, predict the reactants needed to synthesize it. The reactants are: [Cl:1][C:2]([Cl:7])([Cl:6])[CH:3](O)[OH:4].[Cl:8][C:9]1[CH:17]=[CH:16][C:12]([C:13]([NH2:15])=[O:14])=[CH:11][CH:10]=1. (8) The reactants are: Br[CH2:2][CH2:3][O:4]C1CCCCO1.[ClH:11].[C:12]([C:14]1[C:23]2[C:18](=[CH:19][CH:20]=[CH:21][C:22]=2[O:24][C@H:25]2[CH2:30][CH2:29][C@H:28]([NH2:31])[CH2:27][CH2:26]2)[CH:17]=[N:16][CH:15]=1)#[N:13]. Given the product [ClH:11].[C:12]([C:14]1[C:23]2[C:18](=[CH:19][CH:20]=[CH:21][C:22]=2[O:24][C@H:25]2[CH2:30][CH2:29][C@H:28]([NH:31][CH2:2][CH2:3][OH:4])[CH2:27][CH2:26]2)[CH:17]=[N:16][CH:15]=1)#[N:13], predict the reactants needed to synthesize it. (9) Given the product [OH:19][CH:16]1[CH2:17][CH2:18][N:13]([C:3]2([CH3:1])[CH2:7][CH2:6][N:5]([C:8]([O:10][CH2:11][CH3:12])=[O:9])[CH2:4]2)[CH2:14][CH2:15]1, predict the reactants needed to synthesize it. The reactants are: [C:1]([C:3]1([N:13]2[CH2:18][CH2:17][CH:16]([OH:19])[CH2:15][CH2:14]2)[CH2:7][CH2:6][N:5]([C:8]([O:10][CH2:11][CH3:12])=[O:9])[CH2:4]1)#N.C[Mg]Br.C1(C)C=CC=CC=1.C1COCC1.